From a dataset of Retrosynthesis with 50K atom-mapped reactions and 10 reaction types from USPTO. Predict the reactants needed to synthesize the given product. (1) Given the product O=C(NCCC1CC1)c1ccc(N2CCN(C(=O)c3ccccc3C(F)(F)F)CC2)nc1, predict the reactants needed to synthesize it. The reactants are: NCCC1CC1.O=C(O)c1ccc(N2CCN(C(=O)c3ccccc3C(F)(F)F)CC2)nc1. (2) The reactants are: FC(F)(F)Oc1ccc(CBr)cc1.O=c1[nH]c2ccccc2[nH]1. Given the product O=c1[nH]c2ccccc2n1Cc1ccc(OC(F)(F)F)cc1, predict the reactants needed to synthesize it.